Task: Predict the product of the given reaction.. Dataset: Forward reaction prediction with 1.9M reactions from USPTO patents (1976-2016) (1) Given the reactants [F:1][C:2]1[C:3]([CH2:9][NH:10][C:11]2[N:16]=[C:15]([NH:17][C:18]3[CH:22]=[C:21]([CH3:23])[NH:20][N:19]=3)[C:14]([F:24])=[CH:13][C:12]=2[N+:25]([O-])=O)=[N:4][CH:5]=[C:6]([F:8])[CH:7]=1.O.O.Cl[Sn]Cl.[CH2:33](OC(OCC)OCC)C, predict the reaction product. The product is: [F:1][C:2]1[C:3]([CH2:9][N:10]2[C:11]3=[N:16][C:15]([NH:17][C:18]4[CH:22]=[C:21]([CH3:23])[NH:20][N:19]=4)=[C:14]([F:24])[CH:13]=[C:12]3[N:25]=[CH:33]2)=[N:4][CH:5]=[C:6]([F:8])[CH:7]=1. (2) Given the reactants C([C:4]1[C:13]([N+:14]([O-:16])=[O:15])=[CH:12][CH:11]=[CH:10][C:5]=1[C:6]([O:8][CH3:9])=[O:7])(O)=O.C1(P(N=[N+]=[N-])(C2C=CC=CC=2)=[O:24])C=CC=CC=1.C([N:36]([CH2:39]C)CC)C.[C:41]([OH:45])([CH3:44])([CH3:43])[CH3:42], predict the reaction product. The product is: [C:41]([O:45][C:39]([NH:36][C:4]1[C:13]([N+:14]([O-:16])=[O:15])=[CH:12][CH:11]=[CH:10][C:5]=1[C:6]([O:8][CH3:9])=[O:7])=[O:24])([CH3:44])([CH3:43])[CH3:42]. (3) Given the reactants [Cl:1][C:2]1[CH:10]=[CH:9][C:8](F)=[CH:7][C:3]=1[C:4]([NH2:6])=[O:5].[NH:12]1[CH2:17][CH2:16][O:15][CH2:14][CH2:13]1, predict the reaction product. The product is: [Cl:1][C:2]1[CH:10]=[CH:9][C:8]([N:12]2[CH2:17][CH2:16][O:15][CH2:14][CH2:13]2)=[CH:7][C:3]=1[C:4]([NH2:6])=[O:5].